Dataset: Full USPTO retrosynthesis dataset with 1.9M reactions from patents (1976-2016). Task: Predict the reactants needed to synthesize the given product. Given the product [Br:1][C:2]1[N:7]=[C:6]([C:8]2[CH:13]=[CH:12][CH:11]=[C:10]([C:14]([O:16][CH3:17])=[O:15])[N:9]=2)[CH:5]=[CH:4][CH:3]=1, predict the reactants needed to synthesize it. The reactants are: [Br:1][C:2]1[N:7]=[C:6]([C:8]2[CH:13]=[CH:12][CH:11]=[C:10]([C:14]([OH:16])=[O:15])[N:9]=2)[CH:5]=[CH:4][CH:3]=1.[CH3:17]O.